The task is: Predict which catalyst facilitates the given reaction.. This data is from Catalyst prediction with 721,799 reactions and 888 catalyst types from USPTO. (1) Reactant: [C:1]([C:3]1[CH:4]=[C:5]2[C:9](=[CH:10][CH:11]=1)[CH2:8][CH:7]([CH2:12][NH:13][CH2:14][CH2:15][NH:16][C:17](=[O:23])[O:18][C:19]([CH3:22])([CH3:21])[CH3:20])[CH2:6]2)#[N:2].[Cl:24][CH2:25][C:26](Cl)=[O:27]. Product: [Cl:24][CH2:25][C:26]([N:13]([CH2:12][CH:7]1[CH2:6][C:5]2[C:9](=[CH:10][CH:11]=[C:3]([C:1]#[N:2])[CH:4]=2)[CH2:8]1)[CH2:14][CH2:15][NH:16][C:17](=[O:23])[O:18][C:19]([CH3:20])([CH3:22])[CH3:21])=[O:27]. The catalyst class is: 2. (2) Reactant: [CH2:1]([O:3][C:4]([C:6]1[S:14][C:13]2[CH:12]=[CH:11][N:10]=[CH:9][C:8]=2[C:7]=1OS(C(F)(F)C(F)(F)C(F)(F)C(F)(F)F)(=O)=O)=[O:5])[CH3:2].[F:32][C:33]1[CH:38]=[C:37]([S:39][CH3:40])[CH:36]=[CH:35][C:34]=1[NH2:41].CC1(C)C2C(=C(P(C3C=CC=CC=3)C3C=CC=CC=3)C=CC=2)OC2C(P(C3C=CC=CC=3)C3C=CC=CC=3)=CC=CC1=2.[O-]P([O-])([O-])=O.[K+].[K+].[K+]. Product: [CH2:1]([O:3][C:4]([C:6]1[S:14][C:13]2[CH:12]=[CH:11][N:10]=[CH:9][C:8]=2[C:7]=1[NH:41][C:34]1[CH:35]=[CH:36][C:37]([S:39][CH3:40])=[CH:38][C:33]=1[F:32])=[O:5])[CH3:2]. The catalyst class is: 101. (3) Reactant: [CH2:1]([OH:5])[CH2:2][CH2:3][OH:4].S(=O)(=O)(O)O.[CH3:11][C:12]([C:14]1(C=O)[CH2:16][CH2:15]1)=[O:13].[Na].[C:20](=O)([O-])O.[Na+]. Product: [CH:14]1([C:12](=[O:13])[CH2:11][CH:20]2[O:5][CH2:1][CH2:2][CH2:3][O:4]2)[CH2:15][CH2:16]1. The catalyst class is: 5. (4) Reactant: Cl[C:2]1[CH:7]=[CH:6][C:5]([N+:8]([O-:10])=[O:9])=[CH:4][N:3]=1.[C:11]([C:19]1[CH:24]=[CH:23][C:22]([OH:25])=[CH:21][CH:20]=1)([CH2:14][C:15]([CH3:18])([CH3:17])[CH3:16])([CH3:13])[CH3:12].C([O-])([O-])=O.[K+].[K+]. Product: [N+:8]([C:5]1[CH:6]=[CH:7][C:2]([O:25][C:22]2[CH:23]=[CH:24][C:19]([C:11]([CH3:13])([CH2:14][C:15]([CH3:18])([CH3:17])[CH3:16])[CH3:12])=[CH:20][CH:21]=2)=[N:3][CH:4]=1)([O-:10])=[O:9]. The catalyst class is: 16. (5) Reactant: [CH2:1]([O:3][C:4](=[O:26])[C:5]([C:7]1[C:15]2[C:10](=[CH:11][C:12]([O:16]CC3C=CC=CC=3)=[CH:13][CH:14]=2)[N:9]([CH2:24][CH3:25])[CH:8]=1)=O)[CH3:2]. Product: [CH2:1]([O:3][C:4](=[O:26])[CH2:5][C:7]1[C:15]2[C:10](=[CH:11][C:12]([OH:16])=[CH:13][CH:14]=2)[N:9]([CH2:24][CH3:25])[CH:8]=1)[CH3:2]. The catalyst class is: 12. (6) Reactant: Cl[CH2:2][C:3]1[N:8]=[CH:7][C:6]([C:9]2[CH:14]=[CH:13][C:12]([C@H:15]3[O:19]C(C)(C)[N:17]([C:22](=[O:26])[CH:23]([F:25])[F:24])[C@@H:16]3[CH2:27][F:28])=[CH:11][CH:10]=2)=[CH:5][CH:4]=1.[CH3:29][N:30]1[CH:34]=[CH:33][N:32]=[C:31]1[NH2:35]. Product: [F:25][CH:23]([F:24])[C:22]([NH:17][C@H:16]([CH2:27][F:28])[C@H:15]([OH:19])[C:12]1[CH:13]=[CH:14][C:9]([C:6]2[CH:7]=[N:8][C:3]([CH2:2][NH:35][C:31]3[N:30]([CH3:29])[CH:34]=[CH:33][N:32]=3)=[CH:4][CH:5]=2)=[CH:10][CH:11]=1)=[O:26]. The catalyst class is: 9. (7) Reactant: Cl[C:2]1[C:7]([C:8](OCC)=[O:9])=[CH:6][N:5]=[C:4]([S:13][CH3:14])[N:3]=1.O.[NH2:16][NH2:17].[OH-].[Na+].C(O)(=O)C. Product: [CH3:14][S:13][C:4]1[N:3]=[C:2]2[NH:16][NH:17][C:8](=[O:9])[C:7]2=[CH:6][N:5]=1. The catalyst class is: 40.